From a dataset of Peptide-MHC class II binding affinity with 134,281 pairs from IEDB. Regression. Given a peptide amino acid sequence and an MHC pseudo amino acid sequence, predict their binding affinity value. This is MHC class II binding data. (1) The peptide sequence is MFILDGDNLFPKV. The MHC is HLA-DQA10501-DQB10201 with pseudo-sequence HLA-DQA10501-DQB10201. The binding affinity (normalized) is 0.661. (2) The peptide sequence is LIEKINAGFKAAVAA. The MHC is DRB1_1302 with pseudo-sequence DRB1_1302. The binding affinity (normalized) is 0.626. (3) The peptide sequence is IAYLVGSNMTQRVVI. The MHC is H-2-IAd with pseudo-sequence H-2-IAd. The binding affinity (normalized) is 0.450. (4) The peptide sequence is AFKVENGSAAPQLTK. The MHC is DRB4_0101 with pseudo-sequence DRB4_0103. The binding affinity (normalized) is 0.472. (5) The peptide sequence is ALFYKLDVVPID. The MHC is H-2-IAb with pseudo-sequence H-2-IAb. The binding affinity (normalized) is 0.0286. (6) The peptide sequence is QELLDIANYLMEQIQ. The MHC is DRB1_1302 with pseudo-sequence DRB1_1302. The binding affinity (normalized) is 0.566.